The task is: Predict the product of the given reaction.. This data is from Forward reaction prediction with 1.9M reactions from USPTO patents (1976-2016). (1) Given the reactants [CH3:1][N:2]([CH3:38])[CH2:3][CH2:4][CH2:5][NH:6][C:7]([C:9]1[N:10]=[C:11]([NH:17][C:18]([C:20]2[N:21]([CH3:37])[CH:22]=[C:23]([NH:25][C:26]([C:28]3[N:29]([CH3:36])[CH:30]=[C:31]([N+:33]([O-])=O)[CH:32]=3)=[O:27])[CH:24]=2)=[O:19])[S:12][C:13]=1[CH:14]([CH3:16])[CH3:15])=[O:8].[CH2:39]([OH:41])C, predict the reaction product. The product is: [CH3:1][N:2]([CH3:38])[CH2:3][CH2:4][CH2:5][NH:6][C:7]([C:9]1[N:10]=[C:11]([NH:17][C:18]([C:20]2[N:21]([CH3:37])[CH:22]=[C:23]([NH:25][C:26]([C:28]3[N:29]([CH3:36])[CH:30]=[C:31]([NH:33][CH:39]=[O:41])[CH:32]=3)=[O:27])[CH:24]=2)=[O:19])[S:12][C:13]=1[CH:14]([CH3:16])[CH3:15])=[O:8]. (2) The product is: [CH3:29][O:28][CH:25]1[C:24]2[NH:23][N:22]=[CH:21][C:20]=2[C:19]2[N:39]=[C:16]([NH:8][C:9]3[N:14]=[C:13]([CH3:15])[CH:12]=[CH:11][N:10]=3)[S:17][C:18]=2[CH2:27][CH2:26]1. Given the reactants COC1C=CC(C[N:8]([C:16]2[S:17][C:18]3[CH2:27][CH2:26][CH:25]([O:28][CH3:29])[C:24]4[C:20](=[CH:21][N:22](CC5C=CC(OC)=CC=5)[N:23]=4)[C:19]=3[N:39]=2)[C:9]2[N:14]=[C:13]([CH3:15])[CH:12]=[CH:11][N:10]=2)=CC=1, predict the reaction product. (3) Given the reactants [NH2:1][C:2]1[C:3]2[S:11][CH:10]=[C:9]([C:12]3[CH:13]=[C:14]([CH:18]=[CH:19][CH:20]=3)[C:15]([OH:17])=O)[C:4]=2[N:5]=[C:6]([Cl:8])[N:7]=1.Cl.CN.[CH2:24]([N:26]=C=NCCCN(C)C)C.OC1C2N=NNC=2C=CC=1.CN(C)C, predict the reaction product. The product is: [NH2:1][C:2]1[C:3]2[S:11][CH:10]=[C:9]([C:12]3[CH:13]=[C:14]([CH:18]=[CH:19][CH:20]=3)[C:15]([NH:26][CH3:24])=[O:17])[C:4]=2[N:5]=[C:6]([Cl:8])[N:7]=1.